From a dataset of Catalyst prediction with 721,799 reactions and 888 catalyst types from USPTO. Predict which catalyst facilitates the given reaction. (1) Reactant: [CH:1]1([CH2:4][NH:5][C:6]2[N:15]=[CH:14][C:13]3[C:8](=[CH:9][C:10]([C:17]([O:19]C)=[O:18])=[CH:11][C:12]=3[F:16])[N:7]=2)[CH2:3][CH2:2]1.[Li+].[OH-].C(O)(=O)CC(CC(O)=O)(C(O)=O)O. Product: [CH:1]1([CH2:4][NH:5][C:6]2[N:15]=[CH:14][C:13]3[C:8](=[CH:9][C:10]([C:17]([OH:19])=[O:18])=[CH:11][C:12]=3[F:16])[N:7]=2)[CH2:2][CH2:3]1. The catalyst class is: 20. (2) Reactant: [CH2:1]([C:8]1([C:23]([OH:25])=O)[CH2:12][CH2:11][CH2:10][N:9]1[C:13]([O:15][CH2:16][C:17]1[CH:22]=[CH:21][CH:20]=[CH:19][CH:18]=1)=[O:14])[C:2]1[CH:7]=[CH:6][CH:5]=[CH:4][CH:3]=1.[CH3:26][O:27][C:28](=[O:34])[C@H:29]([C@@H:31]([CH3:33])[OH:32])[NH2:30].CN(C(ON1N=NC2C=CC=NC1=2)=[N+](C)C)C.F[P-](F)(F)(F)(F)F.CCN(C(C)C)C(C)C. Product: [CH2:16]([O:15][C:13]([N:9]1[CH2:10][CH2:11][CH2:12][C:8]1([CH2:1][C:2]1[CH:3]=[CH:4][CH:5]=[CH:6][CH:7]=1)[C:23](=[O:25])[NH:30][C@@H:29]([C@H:31]([OH:32])[CH3:33])[C:28]([O:27][CH3:26])=[O:34])=[O:14])[C:17]1[CH:18]=[CH:19][CH:20]=[CH:21][CH:22]=1. The catalyst class is: 31.